Dataset: Forward reaction prediction with 1.9M reactions from USPTO patents (1976-2016). Task: Predict the product of the given reaction. Given the reactants [CH2:1]([C:6]1[CH:15]=[CH:14][C:9]([C:10]([NH:12][NH2:13])=[O:11])=[CH:8][CH:7]=1)[CH2:2][CH2:3][CH2:4][CH3:5].C(N(CC)CC)C.[CH2:23]([S:25][C:26]1[CH:34]=[CH:33][CH:32]=[CH:31][C:27]=1[C:28](Cl)=[O:29])[CH3:24], predict the reaction product. The product is: [CH2:23]([S:25][C:26]1[CH:34]=[CH:33][CH:32]=[CH:31][C:27]=1[C:28]([NH:13][NH:12][C:10](=[O:11])[C:9]1[CH:8]=[CH:7][C:6]([CH2:1][CH2:2][CH2:3][CH2:4][CH3:5])=[CH:15][CH:14]=1)=[O:29])[CH3:24].